Dataset: Forward reaction prediction with 1.9M reactions from USPTO patents (1976-2016). Task: Predict the product of the given reaction. (1) Given the reactants [OH-].[Na+].[CH2:3]([O:10][C@@H:11]([CH2:16][C:17]1[CH:22]=[CH:21][C:20]([C:23]2[CH:28]=[CH:27][CH:26]=[C:25]([N:29]([CH3:40])[C:30]([NH:32][CH2:33][CH2:34][CH2:35][CH2:36][CH2:37][CH2:38][CH3:39])=[O:31])[CH:24]=2)=[CH:19][CH:18]=1)[C:12]([O:14]C)=[O:13])[C:4]1[CH:9]=[CH:8][CH:7]=[CH:6][CH:5]=1.O1CCCC1.CO.O, predict the reaction product. The product is: [CH2:3]([O:10][C@@H:11]([CH2:16][C:17]1[CH:22]=[CH:21][C:20]([C:23]2[CH:28]=[CH:27][CH:26]=[C:25]([N:29]([CH3:40])[C:30]([NH:32][CH2:33][CH2:34][CH2:35][CH2:36][CH2:37][CH2:38][CH3:39])=[O:31])[CH:24]=2)=[CH:19][CH:18]=1)[C:12]([OH:14])=[O:13])[C:4]1[CH:9]=[CH:8][CH:7]=[CH:6][CH:5]=1. (2) Given the reactants [N+:1]([C:4]1[C:13]2[C:8](=[CH:9][CH:10]=[CH:11][CH:12]=2)[N+:7]([O-])=[CH:6][CH:5]=1)([O-])=O, predict the reaction product. The product is: [NH2:1][C:4]1[C:13]2[C:8](=[CH:9][CH:10]=[CH:11][CH:12]=2)[N:7]=[CH:6][CH:5]=1. (3) Given the reactants [F:1][C:2]1[CH:23]=[C:22]([F:24])[CH:21]=[CH:20][C:3]=1[O:4][C:5]1[CH:10]=[CH:9][C:8]([NH:11][CH:12]([C:14]2[CH:15]=[N:16][CH:17]=[CH:18][CH:19]=2)[CH3:13])=[CH:7][CH:6]=1.F[C:26](F)(F)[CH2:27][S:28](Cl)(=[O:30])=[O:29], predict the reaction product. The product is: [F:1][C:2]1[CH:23]=[C:22]([F:24])[CH:21]=[CH:20][C:3]=1[O:4][C:5]1[CH:10]=[CH:9][C:8]([N:11]([CH:12]([C:14]2[CH:15]=[N:16][CH:17]=[CH:18][CH:19]=2)[CH3:13])[S:28]([CH2:27][CH3:26])(=[O:30])=[O:29])=[CH:7][CH:6]=1. (4) The product is: [F:8][C:9]1[CH:44]=[CH:43][C:42]([F:45])=[CH:41][C:10]=1[O:11][C:12]1[N:13]=[C:14]([CH2:38][CH2:39][CH3:40])[C:15]2[N:20]=[C:19]([C:21]3[CH:22]=[C:23]([CH3:37])[C:24]([O:25][CH2:26][C:27]([OH:29])=[O:28])=[C:34]([CH3:36])[CH:35]=3)[O:18][C:16]=2[N:17]=1. Given the reactants FC(F)(F)C(O)=O.[F:8][C:9]1[CH:44]=[CH:43][C:42]([F:45])=[CH:41][C:10]=1[O:11][C:12]1[N:13]=[C:14]([CH2:38][CH2:39][CH3:40])[C:15]2[N:20]=[C:19]([C:21]3[CH:35]=[C:34]([CH3:36])[C:24]([O:25][CH2:26][C:27]([O:29]C(C)(C)C)=[O:28])=[C:23]([CH3:37])[CH:22]=3)[O:18][C:16]=2[N:17]=1, predict the reaction product.